Dataset: Forward reaction prediction with 1.9M reactions from USPTO patents (1976-2016). Task: Predict the product of the given reaction. (1) Given the reactants [C:1]1(B(O)O)[CH:6]=[CH:5][CH:4]=[CH:3][CH:2]=1.I[C:11]1[C:15]([S:16][C:17]2[CH:22]=[CH:21][CH:20]=[CH:19][C:18]=2[S:23]([N:26]2[CH2:30][CH2:29][CH2:28][CH2:27]2)(=[O:25])=[O:24])=[C:14]([CH3:31])[N:13]([CH2:32][C:33]([O:35][CH2:36]C)=[O:34])[C:12]=1[CH3:38].C(=O)([O-])[O-].[Na+].[Na+], predict the reaction product. The product is: [CH3:38][C:12]1[N:13]([CH2:32][C:33]([O:35][CH3:36])=[O:34])[C:14]([CH3:31])=[C:15]([S:16][C:17]2[CH:22]=[CH:21][CH:20]=[CH:19][C:18]=2[S:23]([N:26]2[CH2:27][CH2:28][CH2:29][CH2:30]2)(=[O:25])=[O:24])[C:11]=1[C:1]1[CH:6]=[CH:5][CH:4]=[CH:3][CH:2]=1. (2) Given the reactants [Cl:1][C:2]1[N:3]=[CH:4][NH:5][C:6]=1[Cl:7].[OH-].[K+].[CH2:10]([Br:17])[C:11]1[CH:16]=[CH:15][CH:14]=[CH:13][CH:12]=1, predict the reaction product. The product is: [Br-:17].[CH2:10]([N:3]1[C:2]([Cl:1])=[C:6]([Cl:7])[N+:5]([CH2:10][C:11]2[CH:16]=[CH:15][CH:14]=[CH:13][CH:12]=2)=[CH:4]1)[C:11]1[CH:16]=[CH:15][CH:14]=[CH:13][CH:12]=1. (3) Given the reactants [CH3:1][N:2]([CH2:4][C@@H:5]1[CH2:9][CH2:8][CH2:7][N:6]1[C:10](OC(C)(C)C)=O)[CH3:3].FC(F)(F)C(O)=O.C(N(CC)CC)C.[CH:31]1([C:34]2[O:35][C:36]3[C:37](=[C:39]([C:51]#[N:52])[C:40]([CH3:50])=[C:41]([C:44]4[CH:49]=[CH:48][CH:47]=[CH:46][CH:45]=4)C=3F)[N:38]=2)[CH2:33][CH2:32]1, predict the reaction product. The product is: [CH:31]1([C:34]2[O:35][C:36]3[C:37](=[C:39]([C:51]#[N:52])[C:40]([CH3:50])=[C:41]([C:44]4[CH:45]=[CH:46][CH:47]=[CH:48][CH:49]=4)[C:10]=3[N:6]3[CH2:7][CH2:8][CH2:9][C@H:5]3[CH2:4][N:2]([CH3:1])[CH3:3])[N:38]=2)[CH2:33][CH2:32]1. (4) Given the reactants COC1C=CC(C[N:8](CC2C=CC(OC)=CC=2)[C:9]2[N:14]=[C:13]([CH3:15])[N:12]=[C:11]([C:16]3[C:17]([NH:33][C:34]4[CH:35]=[CH:36][C:37]5[S:41][CH:40]=[N:39][C:38]=5[CH:42]=4)=[N:18][CH:19]=[C:20]([CH2:22][N:23]4[CH2:28][CH2:27][N:26]([S:29]([CH3:32])(=[O:31])=[O:30])[CH2:25][CH2:24]4)[CH:21]=3)[N:10]=2)=CC=1.FC(F)(F)C(O)=O, predict the reaction product. The product is: [NH2:8][C:9]1[N:14]=[C:13]([CH3:15])[N:12]=[C:11]([C:16]2[C:17]([NH:33][C:34]3[CH:35]=[CH:36][C:37]4[S:41][CH:40]=[N:39][C:38]=4[CH:42]=3)=[N:18][CH:19]=[C:20]([CH2:22][N:23]3[CH2:28][CH2:27][N:26]([S:29]([CH3:32])(=[O:30])=[O:31])[CH2:25][CH2:24]3)[CH:21]=2)[N:10]=1. (5) Given the reactants Cl[C:2]1[C:11]2=[N:12][N:13](CC3C=CC(OC)=CC=3)[CH:14]=[C:10]2[C:9]2[CH:8]=[C:7]([O:24][CH3:25])[CH:6]=[CH:5][C:4]=2[N:3]=1.[NH2:26][C:27]1[CH:32]=[CH:31][C:30]([N:33]2[CH2:38][CH2:37][S:36](=[O:40])(=[O:39])[CH2:35][CH2:34]2)=[CH:29][CH:28]=1.Cl, predict the reaction product. The product is: [CH3:25][O:24][C:7]1[CH:6]=[CH:5][C:4]2[N:3]=[C:2]([NH:26][C:27]3[CH:32]=[CH:31][C:30]([N:33]4[CH2:34][CH2:35][S:36](=[O:40])(=[O:39])[CH2:37][CH2:38]4)=[CH:29][CH:28]=3)[C:11]3=[N:12][NH:13][CH:14]=[C:10]3[C:9]=2[CH:8]=1. (6) Given the reactants [Cl:1][C:2]1[CH:10]=[C:9]2[C:5]([C:6]([CH2:18][C:19]3[CH:24]=[CH:23][CH:22]=[C:21]([Cl:25])[CH:20]=3)([CH:12]3[CH2:17][CH2:16][CH2:15][NH:14][CH2:13]3)[C:7](=[O:11])[NH:8]2)=[CH:4][CH:3]=1.C(N(CC)CC)C.[Cl:33][C:34]1[CH:39]=[CH:38][C:37]([N:40]=[C:41]=[O:42])=[CH:36][N:35]=1, predict the reaction product. The product is: [Cl:33][C:34]1[N:35]=[CH:36][C:37]([NH:40][C:41]([N:14]2[CH2:15][CH2:16][CH2:17][CH:12]([C:6]3([CH2:18][C:19]4[CH:24]=[CH:23][CH:22]=[C:21]([Cl:25])[CH:20]=4)[C:5]4[C:9](=[CH:10][C:2]([Cl:1])=[CH:3][CH:4]=4)[NH:8][C:7]3=[O:11])[CH2:13]2)=[O:42])=[CH:38][CH:39]=1.